Dataset: Catalyst prediction with 721,799 reactions and 888 catalyst types from USPTO. Task: Predict which catalyst facilitates the given reaction. (1) Reactant: [Cl:1][C:2]1[N:3]=[C:4]([N:15]2[CH2:20][CH2:19][O:18][CH2:17][CH2:16]2)[C:5]2[N:10]=[C:9]([C:11]([OH:14])([CH3:13])[CH3:12])[S:8][C:6]=2[N:7]=1.[H-].[Na+].CI.[C:25](OCC)(=O)C. Product: [Cl:1][C:2]1[N:3]=[C:4]([N:15]2[CH2:16][CH2:17][O:18][CH2:19][CH2:20]2)[C:5]2[N:10]=[C:9]([C:11]([O:14][CH3:25])([CH3:13])[CH3:12])[S:8][C:6]=2[N:7]=1. The catalyst class is: 3. (2) Reactant: [NH2:1][C:2]1[CH:34]=[CH:33][C:5]([CH2:6][CH:7]([CH2:15][CH2:16][C@H:17]([NH:25][C:26]([O:28][C:29]([CH3:32])([CH3:31])[CH3:30])=[O:27])[C:18]([O:20][C:21]([CH3:24])([CH3:23])[CH3:22])=[O:19])[C:8]([O:10][C:11]([CH3:14])([CH3:13])[CH3:12])=[O:9])=[CH:4][CH:3]=1.[CH2:35]([O:42][CH2:43][CH:44]=O)[C:36]1[CH:41]=[CH:40][CH:39]=[CH:38][CH:37]=1.C(O[BH-](OC(=O)C)OC(=O)C)(=O)C.[Na+].C(=O)([O-])O.[Na+]. Product: [CH2:35]([O:42][CH2:43][CH2:44][NH:1][C:2]1[CH:3]=[CH:4][C:5]([CH2:6][CH:7]([CH2:15][CH2:16][C@H:17]([NH:25][C:26]([O:28][C:29]([CH3:32])([CH3:31])[CH3:30])=[O:27])[C:18]([O:20][C:21]([CH3:24])([CH3:23])[CH3:22])=[O:19])[C:8]([O:10][C:11]([CH3:12])([CH3:13])[CH3:14])=[O:9])=[CH:33][CH:34]=1)[C:36]1[CH:41]=[CH:40][CH:39]=[CH:38][CH:37]=1. The catalyst class is: 26. (3) Reactant: [Cl:1][C:2]1[CH:3]=[CH:4][C:5]([C:25]#[N:26])=[C:6]([C:8]2[C:13]([O:14][CH3:15])=[CH:12][N:11]([CH2:16][C:17]([O:19][C:20]([CH3:23])([CH3:22])[CH3:21])=[O:18])[C:10](=[O:24])[CH:9]=2)[CH:7]=1.FC(F)(F)S(O[CH2:33][CH3:34])(=O)=O. Product: [Cl:1][C:2]1[CH:3]=[CH:4][C:5]([C:25]#[N:26])=[C:6]([C:8]2[C:13]([O:14][CH3:15])=[CH:12][N:11]([CH:16]([CH2:33][CH3:34])[C:17]([O:19][C:20]([CH3:21])([CH3:22])[CH3:23])=[O:18])[C:10](=[O:24])[CH:9]=2)[CH:7]=1. The catalyst class is: 7. (4) Reactant: [CH3:1][C:2]([CH3:22])([CH2:20][CH3:21])[C:3](=[O:19])[C:4]([CH:6]1[CH2:11][CH2:10][CH2:9][NH:8][N:7]1CC1C=CC=CC=1)=[O:5]. Product: [CH3:1][C:2]([CH3:22])([CH2:20][CH3:21])[C:3](=[O:19])[C:4]([CH:6]1[CH2:11][CH2:10][CH2:9][NH:8][NH:7]1)=[O:5]. The catalyst class is: 50.